Dataset: Peptide-MHC class II binding affinity with 134,281 pairs from IEDB. Task: Regression. Given a peptide amino acid sequence and an MHC pseudo amino acid sequence, predict their binding affinity value. This is MHC class II binding data. (1) The MHC is HLA-DQA10401-DQB10402 with pseudo-sequence HLA-DQA10401-DQB10402. The peptide sequence is YKDVDKPPFSGMTGC. The binding affinity (normalized) is 0. (2) The peptide sequence is IGLVTQTINDFYFVI. The MHC is DRB3_0202 with pseudo-sequence DRB3_0202. The binding affinity (normalized) is 0.0655. (3) The peptide sequence is FVMMSAPPAEYKLQQ. The MHC is DRB1_0701 with pseudo-sequence DRB1_0701. The binding affinity (normalized) is 0.270. (4) The peptide sequence is DEALNNRFQIKGVEL. The MHC is DRB4_0101 with pseudo-sequence DRB4_0103. The binding affinity (normalized) is 0.520. (5) The peptide sequence is AAATAGTDVYGAFAA. The MHC is HLA-DQA10401-DQB10402 with pseudo-sequence HLA-DQA10401-DQB10402. The binding affinity (normalized) is 0.437. (6) The peptide sequence is EKKYFAATQFCPLAA. The MHC is HLA-DPA10103-DPB10601 with pseudo-sequence HLA-DPA10103-DPB10601. The binding affinity (normalized) is 0.904. (7) The peptide sequence is PLALKEFKDFAAGRK. The MHC is DRB1_0101 with pseudo-sequence DRB1_0101. The binding affinity (normalized) is 0.226.